Dataset: Forward reaction prediction with 1.9M reactions from USPTO patents (1976-2016). Task: Predict the product of the given reaction. (1) The product is: [CH3:1][O:2][C:3]1[CH:4]=[CH:5][C:6]([S:9]([C:14]2[CH:22]=[CH:21][C:20]3[N:19]([CH3:23])[C:18]4[CH2:24][CH:25]5[NH:29][CH:28]([C:17]=4[C:16]=3[C:15]=2[C:30]([O:32][C:33]([CH3:36])([CH3:35])[CH3:34])=[O:31])[CH2:27][CH2:26]5)(=[O:11])=[O:10])=[CH:7][CH:8]=1. Given the reactants [CH3:1][O:2][C:3]1[CH:8]=[CH:7][C:6]([S:9]([O-:11])=[O:10])=[CH:5][CH:4]=1.[Na+].Br[C:14]1[CH:22]=[CH:21][C:20]2[N:19]([CH3:23])[C:18]3[CH2:24][CH:25]4[NH:29][CH:28]([C:17]=3[C:16]=2[C:15]=1[C:30]([O:32][C:33]([CH3:36])([CH3:35])[CH3:34])=[O:31])[CH2:27][CH2:26]4, predict the reaction product. (2) Given the reactants [NH2:1][CH2:2][C:3]([NH:5][CH:6]([C:14]1[CH:19]=[CH:18][CH:17]=[CH:16][CH:15]=1)[C:7]1[CH:12]=[CH:11][C:10]([CH3:13])=[CH:9][CH:8]=1)=[O:4].[F:20][C:21]1[CH:29]=[CH:28][C:24]([C:25](O)=[O:26])=[CH:23][CH:22]=1, predict the reaction product. The product is: [F:20][C:21]1[CH:29]=[CH:28][C:24]([C:25]([NH:1][CH2:2][C:3](=[O:4])[NH:5][CH:6]([C:14]2[CH:19]=[CH:18][CH:17]=[CH:16][CH:15]=2)[C:7]2[CH:12]=[CH:11][C:10]([CH3:13])=[CH:9][CH:8]=2)=[O:26])=[CH:23][CH:22]=1. (3) Given the reactants [F:1][C:2]1[CH:7]=[CH:6][C:5]([C:8]2[CH:9]=[CH:10][C:11]([C:14](=[O:16])[CH3:15])=[N:12][CH:13]=2)=[CH:4][CH:3]=1.[BH4-].[Na+], predict the reaction product. The product is: [F:1][C:2]1[CH:7]=[CH:6][C:5]([C:8]2[CH:9]=[CH:10][C:11]([CH:14]([OH:16])[CH3:15])=[N:12][CH:13]=2)=[CH:4][CH:3]=1. (4) Given the reactants O=C1CCCN1C1C=C(C=C(N2CCCC2=O)C=1)C(O)=O.[F:22][C:23]1[C:32]([N:33]2[CH2:37][CH2:36][CH2:35][C:34]2=[O:38])=[CH:31][C:30]([N:39]2[CH2:43][CH2:42][CH2:41][C:40]2=[O:44])=[CH:29][C:24]=1[C:25]([O:27]C)=[O:26], predict the reaction product. The product is: [F:22][C:23]1[C:32]([N:33]2[CH2:37][CH2:36][CH2:35][C:34]2=[O:38])=[CH:31][C:30]([N:39]2[CH2:43][CH2:42][CH2:41][C:40]2=[O:44])=[CH:29][C:24]=1[C:25]([OH:27])=[O:26]. (5) Given the reactants [O:1]1[CH2:6][CH2:5][N:4]([C:7]2[C:8]3[N:9]([C:13]([C:28]4[CH:29]=[CH:30][C:31]([C:34](O)=[O:35])=[N:32][CH:33]=4)=[C:14]([C:16]#[C:17][C:18]4[CH:27]=[CH:26][C:25]5[C:20](=[CH:21][CH:22]=[CH:23][CH:24]=5)[N:19]=4)[N:15]=3)[N:10]=[CH:11][CH:12]=2)[CH2:3][CH2:2]1.[CH3:37][S:38]([NH2:41])(=[O:40])=[O:39].C1(N=C=NC2CCCCC2)CCCCC1, predict the reaction product. The product is: [CH3:37][S:38]([NH:41][C:34](=[O:35])[C:31]1[CH:30]=[CH:29][C:28]([C:13]2[N:9]3[N:10]=[CH:11][CH:12]=[C:7]([N:4]4[CH2:5][CH2:6][O:1][CH2:2][CH2:3]4)[C:8]3=[N:15][C:14]=2[C:16]#[C:17][C:18]2[CH:27]=[CH:26][C:25]3[C:20](=[CH:21][CH:22]=[CH:23][CH:24]=3)[N:19]=2)=[CH:33][N:32]=1)(=[O:40])=[O:39]. (6) Given the reactants Cl[C:2]1[N:7]=[C:6]([CH2:8][CH2:9][C:10]2[CH:15]=[CH:14][CH:13]=[CH:12][C:11]=2[C:16]2([C:19]([NH2:21])=[O:20])[CH2:18][CH2:17]2)[C:5]([Cl:22])=[CH:4][N:3]=1.[NH2:23][C:24]1[C:25]([CH3:36])=[N:26][N:27](C(OC(C)(C)C)=O)[CH:28]=1.NC1C=NN(C(OC(C)(C)C)=O)C=1C.O.C1(C)C=CC(S(O)(=O)=O)=CC=1, predict the reaction product. The product is: [Cl:22][C:5]1[C:6]([CH2:8][CH2:9][C:10]2[CH:15]=[CH:14][CH:13]=[CH:12][C:11]=2[C:16]2([C:19]([NH2:21])=[O:20])[CH2:18][CH2:17]2)=[N:7][C:2]([NH:23][C:24]2[C:25]([CH3:36])=[N:26][NH:27][CH:28]=2)=[N:3][CH:4]=1. (7) Given the reactants C([O:3][C:4](=[O:39])[CH2:5][O:6][C:7]1[CH:8]=[C:9]2[C:13](=[C:14]([N:16]([CH3:26])[S:17]([C:20]3[CH:25]=[CH:24][CH:23]=[CH:22][N:21]=3)(=[O:19])=[O:18])[CH:15]=1)[NH:12][C:11]([C:27]1[S:28][CH:29]([CH2:32][N:33]3[CH2:38][CH2:37][S:36][CH2:35][CH2:34]3)[CH2:30][N:31]=1)=[CH:10]2)C.[OH-].[Na+], predict the reaction product. The product is: [CH3:26][N:16]([S:17]([C:20]1[CH:25]=[CH:24][CH:23]=[CH:22][N:21]=1)(=[O:19])=[O:18])[C:14]1[CH:15]=[C:7]([O:6][CH2:5][C:4]([OH:39])=[O:3])[CH:8]=[C:9]2[C:13]=1[NH:12][C:11]([C:27]1[S:28][CH:29]([CH2:32][N:33]3[CH2:38][CH2:37][S:36][CH2:35][CH2:34]3)[CH2:30][N:31]=1)=[CH:10]2. (8) Given the reactants [F:1][C:2]([F:16])([F:15])/[CH:3]=[CH:4]/[C:5]1[CH:13]=[CH:12][C:8]([C:9]([OH:11])=O)=[C:7]([CH3:14])[CH:6]=1.C(Cl)(=O)C(Cl)=O.[N:23]1[C:32]2[C:27](=[N:28][CH:29]=[CH:30][CH:31]=2)[CH:26]=[C:25]([NH2:33])[CH:24]=1, predict the reaction product. The product is: [CH3:14][C:7]1[CH:6]=[C:5](/[CH:4]=[CH:3]/[C:2]([F:1])([F:16])[F:15])[CH:13]=[CH:12][C:8]=1[C:9]([NH:33][C:25]1[CH:24]=[N:23][C:32]2[C:27]([CH:26]=1)=[N:28][CH:29]=[CH:30][CH:31]=2)=[O:11].